This data is from Full USPTO retrosynthesis dataset with 1.9M reactions from patents (1976-2016). The task is: Predict the reactants needed to synthesize the given product. (1) Given the product [Br:10][C:11]1[CH:12]=[C:13]2[C:18]([NH:25][C@@H:26]([C@H:28]([C:31]3[O:32][CH:33]=[C:34]([C:36]([NH2:38])=[O:37])[N:35]=3)[CH2:29][CH3:30])[CH3:27])=[C:17]([C:20](=[O:21])[NH2:22])[CH:16]=[N:15][N:14]2[CH:23]=1, predict the reactants needed to synthesize it. The reactants are: CCN(C(C)C)C(C)C.[Br:10][C:11]1[CH:12]=[C:13]2[C:18](Cl)=[C:17]([C:20]([NH2:22])=[O:21])[CH:16]=[N:15][N:14]2[CH:23]=1.Cl.[NH2:25][C@@H:26]([C@H:28]([C:31]1[O:32][CH:33]=[C:34]([C:36]([NH2:38])=[O:37])[N:35]=1)[CH2:29][CH3:30])[CH3:27]. (2) Given the product [CH2:27]([N:26]([CH3:25])[CH:15]1[CH2:16][CH:11]([C:9](=[O:10])[NH:8][C:5]2[CH:6]=[CH:7][C:2]([Cl:1])=[CH:3][CH:4]=2)[CH2:12][N:13]([C:18]([O:20][C:21]([CH3:24])([CH3:23])[CH3:22])=[O:19])[CH2:14]1)[C:28]1[CH:33]=[CH:32][CH:31]=[CH:30][CH:29]=1, predict the reactants needed to synthesize it. The reactants are: [Cl:1][C:2]1[CH:7]=[CH:6][C:5]([NH:8][C:9]([CH:11]2[CH2:16][C:15](=O)[CH2:14][N:13]([C:18]([O:20][C:21]([CH3:24])([CH3:23])[CH3:22])=[O:19])[CH2:12]2)=[O:10])=[CH:4][CH:3]=1.[CH3:25][NH:26][CH2:27][C:28]1[CH:33]=[CH:32][CH:31]=[CH:30][CH:29]=1.C(O[BH-](OC(=O)C)OC(=O)C)(=O)C.[Na+].ClCCl. (3) Given the product [NH:34]1[CH:38]=[CH:37][CH:36]=[C:35]1[CH:39]=[C:26]1[C:25]2[C:29](=[CH:30][C:22]([NH:21][C:17]3[CH:18]=[CH:19][CH:20]=[C:15]([C:12]4[NH:11][C:10]([C:6]5[CH:7]=[CH:8][CH:9]=[C:4]([O:3][C:2]([F:32])([F:1])[F:33])[CH:5]=5)=[N:14][N:13]=4)[CH:16]=3)=[CH:23][CH:24]=2)[NH:28][C:27]1=[O:31], predict the reactants needed to synthesize it. The reactants are: [F:1][C:2]([F:33])([F:32])[O:3][C:4]1[CH:5]=[C:6]([C:10]2[NH:11][C:12]([C:15]3[CH:16]=[C:17]([NH:21][C:22]4[CH:30]=[C:29]5[C:25]([CH2:26][C:27](=[O:31])[NH:28]5)=[CH:24][CH:23]=4)[CH:18]=[CH:19][CH:20]=3)=[N:13][N:14]=2)[CH:7]=[CH:8][CH:9]=1.[NH:34]1[CH:38]=[CH:37][CH:36]=[C:35]1[CH:39]=O.N1CCCCC1. (4) Given the product [ClH:1].[CH:12]1([NH:11][C:9](=[O:10])[C:8]2[CH:17]=[CH:18][CH:19]=[C:6]([C@@H:4]3[CH2:5][C@H:3]3[NH:2][CH:3]3[CH2:5][CH2:20][O:23][CH2:6][CH2:4]3)[CH:7]=2)[CH2:16][CH2:15][CH2:14][CH2:13]1, predict the reactants needed to synthesize it. The reactants are: [ClH:1].[NH2:2][C@@H:3]1[CH2:5][C@H:4]1[C:6]1[CH:7]=[C:8]([CH:17]=[CH:18][CH:19]=1)[C:9]([NH:11][CH:12]1[CH2:16][CH2:15][CH2:14][CH2:13]1)=[O:10].[C:20](=[O:23])([O-])O.[Na+]. (5) Given the product [Cl:19][C:16]1[CH:17]=[CH:18][C:13]([CH2:12][N:8]([CH2:9][CH3:10])[CH:5]2[CH2:6][CH2:7][CH:2]([NH2:1])[CH2:3][CH2:4]2)=[C:14]([F:27])[C:15]=1[O:20][C:21]1[CH:22]=[CH:23][CH:24]=[CH:25][CH:26]=1, predict the reactants needed to synthesize it. The reactants are: [NH2:1][CH:2]1[CH2:7][CH2:6][CH:5]([N:8]([CH2:12][C:13]2[CH:18]=[CH:17][C:16]([Cl:19])=[C:15]([O:20][C:21]3[CH:26]=[CH:25][CH:24]=[CH:23][CH:22]=3)[C:14]=2[F:27])[C:9](=O)[CH3:10])[CH2:4][CH2:3]1.B.